The task is: Predict the reaction yield, written as a fraction of the theoretical maximum amount of product (1.0 means a 100% yield; for example, 0.34 means a 34% yield).. This data is from Reaction yield outcomes from USPTO patents with 853,638 reactions. (1) The reactants are [CH3:1][O:2][C:3]1[CH:4]=[C:5]([CH:8]=[CH:9][CH:10]=1)[CH2:6][NH2:7].C1CN([P+](ON2N=NC3C=CC=CC2=3)(N2CCCC2)N2CCCC2)CC1.F[P-](F)(F)(F)(F)F.[C:44]([C:47]1[CH:55]=[CH:54][C:50]([C:51](O)=[O:52])=[CH:49][CH:48]=1)(=[O:46])[CH3:45].CN1CCOCC1.C(O)(C(F)(F)F)=O. The catalyst is CN1C(=O)CCC1.ClCCl. The product is [C:44]([C:47]1[CH:55]=[CH:54][C:50]([C:51]([NH:7][CH2:6][C:5]2[CH:8]=[CH:9][CH:10]=[C:3]([O:2][CH3:1])[CH:4]=2)=[O:52])=[CH:49][CH:48]=1)(=[O:46])[CH3:45]. The yield is 0.970. (2) The reactants are [N+:1]([C:4]1[CH:9]=[CH:8][C:7]([C:10]2[CH:15]=[CH:14][C:13]([C:16]([F:19])([F:18])[F:17])=[CH:12][CH:11]=2)=[CH:6][C:5]=1[NH:20][CH2:21][CH2:22][C:23]([O:25][CH2:26][CH3:27])=[O:24])([O-])=O. The catalyst is [Pd].CO. The product is [NH2:1][C:4]1[CH:9]=[CH:8][C:7]([C:10]2[CH:15]=[CH:14][C:13]([C:16]([F:18])([F:19])[F:17])=[CH:12][CH:11]=2)=[CH:6][C:5]=1[NH:20][CH2:21][CH2:22][C:23]([O:25][CH2:26][CH3:27])=[O:24]. The yield is 0.670. (3) The reactants are [C:1]([OH:4])(=O)[CH3:2].[Br:5]N1C(=O)CCC1=O.[C:13]1([OH:23])[C:22]2[C:17](=[CH:18][CH:19]=[CH:20][CH:21]=2)C=C[CH:14]=1. The catalyst is O. The product is [Br:5][C:14]1[C:13](=[O:23])[C:22]2[C:17]([C:1](=[O:4])[CH:2]=1)=[CH:18][CH:19]=[CH:20][CH:21]=2. The yield is 0.780. (4) The reactants are [CH2:1]([O:8][CH:9]([CH2:30][CH2:31][CH2:32][Cl:33])[C:10]([NH:12][NH:13][C:14](=O)[C:15]1[CH:20]=[CH:19][C:18]([C:21]2[O:25][C:24]([CH3:26])=[N:23][CH:22]=2)=[C:17]([O:27][CH3:28])[CH:16]=1)=[O:11])[C:2]1[CH:7]=[CH:6][CH:5]=[CH:4][CH:3]=1.C(Cl)(Cl)(Cl)Cl.C1(P(C2C=CC=CC=2)C2C=CC=CC=2)C=CC=CC=1. The catalyst is C(#N)C. The product is [CH2:1]([O:8][CH:9]([C:10]1[O:11][C:14]([C:15]2[CH:20]=[CH:19][C:18]([C:21]3[O:25][C:24]([CH3:26])=[N:23][CH:22]=3)=[C:17]([O:27][CH3:28])[CH:16]=2)=[N:13][N:12]=1)[CH2:30][CH2:31][CH2:32][Cl:33])[C:2]1[CH:3]=[CH:4][CH:5]=[CH:6][CH:7]=1. The yield is 0.910.